From a dataset of Reaction yield outcomes from USPTO patents with 853,638 reactions. Predict the reaction yield, written as a fraction of the theoretical maximum amount of product (1.0 means a 100% yield; for example, 0.34 means a 34% yield). The reactants are [CH3:1][O:2][C:3]1[CH:9]=[CH:8][C:6]([NH2:7])=[CH:5][CH:4]=1.[N+:10]([C:13]1[CH:18]=[CH:17][CH:16]=[CH:15][C:14]=1[S:19](Cl)(=[O:21])=[O:20])([O-:12])=[O:11].C(N(CC)CC)C.O. The catalyst is ClCCl. The product is [CH3:1][O:2][C:3]1[CH:9]=[CH:8][C:6]([NH:7][S:19]([C:14]2[CH:15]=[CH:16][CH:17]=[CH:18][C:13]=2[N+:10]([O-:12])=[O:11])(=[O:20])=[O:21])=[CH:5][CH:4]=1. The yield is 0.980.